Predict the product of the given reaction. From a dataset of Forward reaction prediction with 1.9M reactions from USPTO patents (1976-2016). (1) The product is: [C:1]([O:5][C:6](=[O:7])[NH:8][C@@H:9]([CH2:30][C:31]1[CH:32]=[CH:33][CH:34]=[CH:35][CH:36]=1)[C@@H:10]([OH:29])[C@@H:11]([NH:15][CH2:16][C:17]1[CH:22]=[C:21]([O:23][CH3:24])[C:20]([O:25][CH3:26])=[CH:19][C:18]=1[O:27][CH3:28])[C:12](=[O:13])[NH:37][C@H:38]([C:39](=[O:40])[NH:41][CH2:42][C:43]1[CH:48]=[CH:47][C:46]([O:49][CH3:50])=[CH:45][C:44]=1[OH:51])[CH:52]([CH3:54])[CH3:53])([CH3:4])([CH3:2])[CH3:3]. Given the reactants [C:1]([O:5][C:6]([NH:8][C@@H:9]([CH2:30][C:31]1[CH:36]=[CH:35][CH:34]=[CH:33][CH:32]=1)[C@@H:10]([OH:29])[C@@H:11]([NH:15][CH2:16][C:17]1[CH:22]=[C:21]([O:23][CH3:24])[C:20]([O:25][CH3:26])=[CH:19][C:18]=1[O:27][CH3:28])[C:12](O)=[O:13])=[O:7])([CH3:4])([CH3:3])[CH3:2].[NH2:37][C@@H:38]([CH:52]([CH3:54])[CH3:53])[C:39]([NH:41][CH2:42][C:43]1[CH:48]=[CH:47][C:46]([O:49][CH3:50])=[CH:45][C:44]=1[OH:51])=[O:40], predict the reaction product. (2) Given the reactants C(NC(C)C)(C)C.[Li]CCCC.[C:13]([O:16][C:17]([CH3:20])([CH3:19])[CH3:18])(=[O:15])[CH3:14].[OH:21][C:22]1[CH:30]=[C:29]([CH3:31])[CH:28]=[CH:27][C:23]=1[C:24](Cl)=[O:25], predict the reaction product. The product is: [OH:21][C:22]1[CH:30]=[C:29]([CH3:31])[CH:28]=[CH:27][C:23]=1[C:24](=[O:25])[CH2:14][C:13]([O:16][C:17]([CH3:20])([CH3:19])[CH3:18])=[O:15].